This data is from Peptide-MHC class II binding affinity with 134,281 pairs from IEDB. The task is: Regression. Given a peptide amino acid sequence and an MHC pseudo amino acid sequence, predict their binding affinity value. This is MHC class II binding data. (1) The binding affinity (normalized) is 0.315. The peptide sequence is DSYKFIPTLVAAVKQ. The MHC is DRB1_0301 with pseudo-sequence DRB1_0301. (2) The peptide sequence is RNVFDEVIPTAFKIG. The MHC is DRB4_0101 with pseudo-sequence DRB4_0103. The binding affinity (normalized) is 0.133. (3) The peptide sequence is FGQNTSAIAAAEAQY. The MHC is DRB1_1501 with pseudo-sequence DRB1_1501. The binding affinity (normalized) is 0.182. (4) The peptide sequence is AGSLQGQWRGAAGTA. The MHC is HLA-DPA10103-DPB10401 with pseudo-sequence HLA-DPA10103-DPB10401. The binding affinity (normalized) is 0.0952. (5) The peptide sequence is MTLKGTSYKICTDKM. The MHC is DRB1_0301 with pseudo-sequence DRB1_0301. The binding affinity (normalized) is 0.473. (6) The peptide sequence is KLMNSPEFHLVFGNC. The MHC is HLA-DPA10201-DPB10501 with pseudo-sequence HLA-DPA10201-DPB10501. The binding affinity (normalized) is 0.631. (7) The peptide sequence is KFYFNKRLNQLTR. The MHC is DRB1_1501 with pseudo-sequence DRB1_1501. The binding affinity (normalized) is 0.186. (8) The MHC is HLA-DPA10201-DPB10501 with pseudo-sequence HLA-DPA10201-DPB10501. The peptide sequence is AINIFNVEKYGAVGD. The binding affinity (normalized) is 0.491. (9) The peptide sequence is SEDLGKTFSVGTGNC. The MHC is DRB3_0202 with pseudo-sequence DRB3_0202. The binding affinity (normalized) is 0.383. (10) The peptide sequence is TNTFVLKKEVSETQH. The MHC is DRB1_0101 with pseudo-sequence DRB1_0101. The binding affinity (normalized) is 0.296.